From a dataset of Full USPTO retrosynthesis dataset with 1.9M reactions from patents (1976-2016). Predict the reactants needed to synthesize the given product. (1) Given the product [F:1][C:2]1[C:10]([O:11][CH3:12])=[CH:9][CH:8]=[CH:7][C:3]=1[NH:15][C:18](=[O:27])[O:41][C:37]([CH3:40])([CH3:39])[CH3:38], predict the reactants needed to synthesize it. The reactants are: [F:1][C:2]1[C:10]([O:11][CH3:12])=[CH:9][CH:8]=[CH:7][C:3]=1C(O)=O.C([N:15]([CH2:18]C)CC)C.C1(P(N=[N+]=[N-])(C2C=CC=CC=2)=[O:27])C=CC=CC=1.[C:37]([OH:41])([CH3:40])([CH3:39])[CH3:38]. (2) Given the product [CH3:36][O:35][C:30]1[CH:29]=[C:28]([O:37][CH3:38])[CH:27]=[C:26]2[C:31]=1[C:32](=[O:34])[NH:33][C:24]([C:20]1[CH:21]=[C:22]([CH3:23])[C:17]([O:16][CH2:15][CH2:14][N:6]3[C:7](=[O:9])[CH2:8][N:4]([CH:1]([CH3:3])[CH3:2])[C:5]3=[O:10])=[C:18]([CH3:39])[CH:19]=1)=[N:25]2, predict the reactants needed to synthesize it. The reactants are: [CH:1]([N:4]1[CH2:8][C:7](=[O:9])[NH:6][C:5]1=[O:10])([CH3:3])[CH3:2].[H-].[Na+].Br[CH2:14][CH2:15][O:16][C:17]1[C:22]([CH3:23])=[CH:21][C:20]([C:24]2[NH:33][C:32](=[O:34])[C:31]3[C:26](=[CH:27][C:28]([O:37][CH3:38])=[CH:29][C:30]=3[O:35][CH3:36])[N:25]=2)=[CH:19][C:18]=1[CH3:39].O. (3) Given the product [NH2:37][C@H:10]1[C@H:9]([OH:8])[C@@H:14]([CH3:15])[CH2:13][N:12]([C:16]2[CH:21]=[CH:20][N:19]=[CH:18][C:17]=2[NH:22][C:23]([C:25]2[N:30]=[C:29]3[O:31][C:32]([CH:34]4[CH2:36][CH2:35]4)=[CH:33][C:28]3=[CH:27][CH:26]=2)=[O:24])[CH2:11]1, predict the reactants needed to synthesize it. The reactants are: [Si]([O:8][C@@H:9]1[C@@H:14]([CH3:15])[CH2:13][N:12]([C:16]2[CH:21]=[CH:20][N:19]=[CH:18][C:17]=2[NH:22][C:23]([C:25]2[N:30]=[C:29]3[O:31][C:32]([CH:34]4[CH2:36][CH2:35]4)=[CH:33][C:28]3=[CH:27][CH:26]=2)=[O:24])[CH2:11][C@H:10]1[NH:37]C(=O)OC(C)(C)C)(C(C)(C)C)(C)C.Cl.O1CCOCC1.N. (4) Given the product [CH2:16]([O:18][C:19]1[CH:24]=[C:23]([C:2]2[CH:8]=[CH:7][C:5]([NH2:6])=[C:4]([F:9])[CH:3]=2)[CH:22]=[CH:21][CH:20]=1)[CH3:17], predict the reactants needed to synthesize it. The reactants are: Br[C:2]1[CH:8]=[CH:7][C:5]([NH2:6])=[C:4]([F:9])[CH:3]=1.C([O-])([O-])=O.[K+].[K+].[CH2:16]([O:18][C:19]1[CH:20]=[C:21](B(O)O)[CH:22]=[CH:23][CH:24]=1)[CH3:17].C(OCC)(=O)C. (5) Given the product [CH3:24][N:1]1[C:9]2[CH2:8][CH2:7][N:6]([C:10]([O:12][C:13]([CH3:16])([CH3:15])[CH3:14])=[O:11])[CH2:5][C:4]=2[CH:3]=[C:2]1[C:17]([O:19][CH2:20][CH3:21])=[O:18], predict the reactants needed to synthesize it. The reactants are: [NH:1]1[C:9]2[CH2:8][CH2:7][N:6]([C:10]([O:12][C:13]([CH3:16])([CH3:15])[CH3:14])=[O:11])[CH2:5][C:4]=2[CH:3]=[C:2]1[C:17]([O:19][CH2:20][CH3:21])=[O:18].[H-].[Na+].[CH3:24]I. (6) The reactants are: [C:1]12([C:11]3[CH:21]=[CH:20][C:14]([O:15][CH2:16][C:17](O)=[O:18])=[CH:13][CH:12]=3)[CH2:10][CH:5]3[CH2:6][CH:7]([CH2:9][CH:3]([CH2:4]3)[CH2:2]1)[CH2:8]2.[NH2:22][C:23]1[CH:24]=[C:25]([OH:29])[CH:26]=[CH:27][CH:28]=1.C1CN([P+](ON2N=NC3C=CC=CC2=3)(N2CCCC2)N2CCCC2)CC1.F[P-](F)(F)(F)(F)F.C(N(CC)C(C)C)(C)C. Given the product [C:1]12([C:11]3[CH:21]=[CH:20][C:14]([O:15][CH2:16][C:17]([NH:22][C:23]4[CH:28]=[CH:27][CH:26]=[C:25]([OH:29])[CH:24]=4)=[O:18])=[CH:13][CH:12]=3)[CH2:2][CH:3]3[CH2:9][CH:7]([CH2:6][CH:5]([CH2:4]3)[CH2:10]1)[CH2:8]2, predict the reactants needed to synthesize it.